Dataset: NCI-60 drug combinations with 297,098 pairs across 59 cell lines. Task: Regression. Given two drug SMILES strings and cell line genomic features, predict the synergy score measuring deviation from expected non-interaction effect. (1) Drug 1: CC(C)(C1=NC(=CC=C1)N2C3=NC(=NC=C3C(=O)N2CC=C)NC4=CC=C(C=C4)N5CCN(CC5)C)O. Drug 2: CC(C)(C#N)C1=CC=C(C=C1)N2C3=C4C=C(C=CC4=NC=C3N(C2=O)C)C5=CC6=CC=CC=C6N=C5. Cell line: T-47D. Synergy scores: CSS=54.8, Synergy_ZIP=14.2, Synergy_Bliss=13.7, Synergy_Loewe=14.9, Synergy_HSA=16.0. (2) Drug 1: CC1C(C(CC(O1)OC2CC(CC3=C2C(=C4C(=C3O)C(=O)C5=C(C4=O)C(=CC=C5)OC)O)(C(=O)CO)O)N)O.Cl. Drug 2: CN(C)C1=NC(=NC(=N1)N(C)C)N(C)C. Cell line: OVCAR-5. Synergy scores: CSS=-0.669, Synergy_ZIP=0.955, Synergy_Bliss=1.72, Synergy_Loewe=-0.0732, Synergy_HSA=0.0554. (3) Drug 1: CN(C)C1=NC(=NC(=N1)N(C)C)N(C)C. Drug 2: C1C(C(OC1N2C=NC3=C2NC=NCC3O)CO)O. Cell line: TK-10. Synergy scores: CSS=-6.85, Synergy_ZIP=0.469, Synergy_Bliss=-2.20, Synergy_Loewe=-6.64, Synergy_HSA=-6.64. (4) Drug 1: CC1=CC2C(CCC3(C2CCC3(C(=O)C)OC(=O)C)C)C4(C1=CC(=O)CC4)C. Drug 2: C(CC(=O)O)C(=O)CN.Cl. Cell line: RPMI-8226. Synergy scores: CSS=32.5, Synergy_ZIP=-9.80, Synergy_Bliss=-4.04, Synergy_Loewe=-2.22, Synergy_HSA=-1.27. (5) Drug 1: COC1=CC(=CC(=C1O)OC)C2C3C(COC3=O)C(C4=CC5=C(C=C24)OCO5)OC6C(C(C7C(O6)COC(O7)C8=CC=CS8)O)O. Drug 2: CC1=C(N=C(N=C1N)C(CC(=O)N)NCC(C(=O)N)N)C(=O)NC(C(C2=CN=CN2)OC3C(C(C(C(O3)CO)O)O)OC4C(C(C(C(O4)CO)O)OC(=O)N)O)C(=O)NC(C)C(C(C)C(=O)NC(C(C)O)C(=O)NCCC5=NC(=CS5)C6=NC(=CS6)C(=O)NCCC[S+](C)C)O. Cell line: SF-295. Synergy scores: CSS=43.2, Synergy_ZIP=-5.99, Synergy_Bliss=-0.297, Synergy_Loewe=-5.49, Synergy_HSA=3.72. (6) Cell line: K-562. Synergy scores: CSS=36.0, Synergy_ZIP=-7.58, Synergy_Bliss=-15.6, Synergy_Loewe=-4.66, Synergy_HSA=-8.21. Drug 2: CC1C(C(CC(O1)OC2CC(CC3=C2C(=C4C(=C3O)C(=O)C5=CC=CC=C5C4=O)O)(C(=O)C)O)N)O. Drug 1: C1C(C(OC1N2C=NC(=NC2=O)N)CO)O.